This data is from Forward reaction prediction with 1.9M reactions from USPTO patents (1976-2016). The task is: Predict the product of the given reaction. (1) The product is: [F:21][C:22]([F:33])([F:32])[C:23]([N:9]1[CH2:8][CH2:7][C:6]2[C:11](=[CH:12][CH:13]=[C:4]([O:3][CH3:2])[CH:5]=2)[CH2:10]1)=[O:24]. Given the reactants Cl.[CH3:2][O:3][C:4]1[CH:5]=[C:6]2[C:11](=[CH:12][CH:13]=1)[CH2:10][NH:9][CH2:8][CH2:7]2.C(N(CC)CC)C.[F:21][C:22]([F:33])([F:32])[C:23](O[C:23](=[O:24])[C:22]([F:33])([F:32])[F:21])=[O:24], predict the reaction product. (2) Given the reactants ClC1C=C(Cl)C(OC)=CC=1N[C:12]1[C:21]2[C:16](=[CH:17][C:18](F)=[CH:19][CH:20]=2)[N:15]=[CH:14][C:13]=1[C:23]#[N:24], predict the reaction product. The product is: [N:15]1[C:16]2[C:21](=[CH:20][CH:19]=[CH:18][CH:17]=2)[CH:12]=[C:13]([C:23]#[N:24])[CH:14]=1.